This data is from Full USPTO retrosynthesis dataset with 1.9M reactions from patents (1976-2016). The task is: Predict the reactants needed to synthesize the given product. (1) Given the product [Si:22]([O:29][C@@H:30]([CH3:65])[C@@H:31]([NH:54][C:55]1[CH:60]=[CH:59][C:58]([C:61]#[N:62])=[C:57]([Cl:63])[C:56]=1[CH3:64])[C:32]1[O:53][C:36]([C:37]2[CH:38]=[CH:39][C:40]([O:43][CH2:44][C:45]3[CH:50]=[CH:49][C:48]([O:51][CH3:52])=[CH:47][CH:46]=3)=[CH:41][CH:42]=2)=[N:35][N:34]=1)([C:25]([CH3:26])([CH3:28])[CH3:27])([CH3:24])[CH3:23], predict the reactants needed to synthesize it. The reactants are: C1(P(C2C=CC=CC=2)C2C=CC=CC=2)C=CC=CC=1.II.[Si:22]([O:29][C@@H:30]([CH3:65])[C@@H:31]([NH:54][C:55]1[CH:60]=[CH:59][C:58]([C:61]#[N:62])=[C:57]([Cl:63])[C:56]=1[CH3:64])[C:32]([NH:34][NH:35][C:36](=[O:53])[C:37]1[CH:42]=[CH:41][C:40]([O:43][CH2:44][C:45]2[CH:50]=[CH:49][C:48]([O:51][CH3:52])=[CH:47][CH:46]=2)=[CH:39][CH:38]=1)=O)([C:25]([CH3:28])([CH3:27])[CH3:26])([CH3:24])[CH3:23]. (2) Given the product [CH:1]1([CH:7]([C:9]2[O:10][C:11]3[CH:18]=[CH:17][C:16]([N:19]4[CH2:24][CH2:23][S:22][CH2:21][CH2:20]4)=[CH:15][C:12]=3[C:13]=2[CH3:14])[OH:8])[CH2:6][CH2:5][CH2:4][CH2:3][CH2:2]1, predict the reactants needed to synthesize it. The reactants are: [CH:1]1([C:7]([C:9]2[O:10][C:11]3[CH:18]=[CH:17][C:16]([N:19]4[CH2:24][CH2:23][S:22][CH2:21][CH2:20]4)=[CH:15][C:12]=3[C:13]=2[CH3:14])=[O:8])[CH2:6][CH2:5][CH2:4][CH2:3][CH2:2]1.[BH4-].[Na+].